The task is: Predict the reaction yield, written as a fraction of the theoretical maximum amount of product (1.0 means a 100% yield; for example, 0.34 means a 34% yield).. This data is from Reaction yield outcomes from USPTO patents with 853,638 reactions. (1) The reactants are [CH3:1][C:2]1[CH:7]=[C:6]([CH3:8])[N:5]=[C:4]([N:9]2[CH2:14][CH2:13][O:12][CH2:11][CH2:10]2)[CH:3]=1.[N:15]([O-:17])=[O:16].[Na+]. The catalyst is FC(F)(F)C(O)=O. The product is [CH3:1][C:2]1[C:7]([N+:15]([O-:17])=[O:16])=[C:6]([CH3:8])[N:5]=[C:4]([N:9]2[CH2:10][CH2:11][O:12][CH2:13][CH2:14]2)[CH:3]=1. The yield is 0.170. (2) The reactants are [NH2:1][CH:2]([C:15]1[CH:20]=[CH:19][N:18]=[C:17]([F:21])[CH:16]=1)[CH:3]([C:5]1[CH:10]=[CH:9][CH:8]=[C:7]([C:11]([F:14])([F:13])[F:12])[CH:6]=1)[OH:4].[C:22]1(=O)[CH2:26][CH2:25][CH2:24][CH2:23]1.[BH-](OC(C)=O)(OC(C)=O)OC(C)=O.[Na+].C([O-])(O)=O.[Na+]. The catalyst is ClCCCl. The product is [F:21][C:17]1[CH:16]=[C:15]([CH:2]([NH:1][CH:22]2[CH2:26][CH2:25][CH2:24][CH2:23]2)[CH:3]([C:5]2[CH:10]=[CH:9][CH:8]=[C:7]([C:11]([F:12])([F:13])[F:14])[CH:6]=2)[OH:4])[CH:20]=[CH:19][N:18]=1. The yield is 0.920. (3) The reactants are [O:1]1[CH2:5][CH2:4][O:3][CH:2]1[C:6]1[CH:7]=[CH:8][C:9]2[O:13][C:12](=[O:14])[NH:11][C:10]=2[CH:15]=1.C([O-])([O-])=O.[K+].[K+].[CH3:22][O:23][C:24]1[CH:25]=[C:26]([CH:29]=[CH:30][CH:31]=1)[CH2:27]Br. The catalyst is CN(C=O)C. The product is [O:3]1[CH2:4][CH2:5][O:1][CH:2]1[C:6]1[CH:7]=[CH:8][C:9]2[O:13][C:12](=[O:14])[N:11]([CH2:27][C:26]3[CH:29]=[CH:30][CH:31]=[C:24]([O:23][CH3:22])[CH:25]=3)[C:10]=2[CH:15]=1. The yield is 0.760. (4) The reactants are Cl[C:2]1[N:3]=[C:4]([OH:12])[C:5]2[CH:11]=[CH:10][N:9]=[CH:8][C:6]=2[N:7]=1.[CH3:13][N:14]([C:22]1[CH:27]=[CH:26][C:25]([CH3:28])=[CH:24][CH:23]=1)[C:15]1[CH:20]=[CH:19][C:18]([OH:21])=[CH:17][CH:16]=1. No catalyst specified. The product is [CH3:13][N:14]([C:22]1[CH:27]=[CH:26][C:25]([CH3:28])=[CH:24][CH:23]=1)[C:15]1[CH:16]=[CH:17][C:18]([O:21][C:2]2[N:3]=[C:4]([OH:12])[C:5]3[CH:11]=[CH:10][N:9]=[CH:8][C:6]=3[N:7]=2)=[CH:19][CH:20]=1. The yield is 0.180. (5) The reactants are [O:1]1[CH2:6][CH2:5][CH:4]([OH:7])[CH2:3][CH2:2]1.[H-].[Na+].F[C:11]1[CH:16]=[CH:15][C:14]([I:17])=[CH:13][C:12]=1[N+:18]([O-:20])=[O:19]. The catalyst is CN(C=O)C. The product is [I:17][C:14]1[CH:15]=[CH:16][C:11]([O:7][CH:4]2[CH2:5][CH2:6][O:1][CH2:2][CH2:3]2)=[C:12]([N+:18]([O-:20])=[O:19])[CH:13]=1. The yield is 0.880. (6) The reactants are [CH2:1]([OH:5])[CH2:2][CH2:3][CH3:4].Cl[C:7]1[N:12]=[C:11]([NH:13][C:14]2[CH:19]=[C:18]([CH:20]([F:22])[F:21])[CH:17]=[CH:16][N:15]=2)[CH:10]=[C:9]([CH:23]2[CH2:28][CH2:27][N:26]([CH:29]3[CH2:32][O:31][CH2:30]3)[CH2:25][CH2:24]2)[CH:8]=1. No catalyst specified. The product is [CH2:1]([O:5][C:7]1[N:12]=[C:11]([NH:13][C:14]2[CH:19]=[C:18]([CH:20]([F:22])[F:21])[CH:17]=[CH:16][N:15]=2)[CH:10]=[C:9]([CH:23]2[CH2:28][CH2:27][N:26]([CH:29]3[CH2:30][O:31][CH2:32]3)[CH2:25][CH2:24]2)[CH:8]=1)[CH2:2][CH2:3][CH3:4]. The yield is 0.310. (7) The reactants are C1C=CC(P(C2C=CC=CC=2)C2C=CC=CC=2)=CC=1.CCN(CC)CC.C(Cl)(Cl)(Cl)Cl.[NH:32]=[C:33]([NH:35][NH:36][C:37]([C:39]1[C:44]([NH:45][C:46]2[CH:51]=[CH:50][C:49]([Br:52])=[CH:48][C:47]=2[F:53])=[C:43]([F:54])[C:42](=[O:55])[N:41]([CH3:56])[CH:40]=1)=O)[CH3:34]. The catalyst is C(Cl)Cl.C(OCC)(=O)C. The product is [Br:52][C:49]1[CH:50]=[CH:51][C:46]([NH:45][C:44]2[C:39]([C:37]3[NH:32][C:33]([CH3:34])=[N:35][N:36]=3)=[CH:40][N:41]([CH3:56])[C:42](=[O:55])[C:43]=2[F:54])=[C:47]([F:53])[CH:48]=1. The yield is 0.500. (8) The catalyst is CN(C=O)C.C(OCC)(=O)C.Cl[Pd](Cl)([P](C1C=CC=CC=1)(C1C=CC=CC=1)C1C=CC=CC=1)[P](C1C=CC=CC=1)(C1C=CC=CC=1)C1C=CC=CC=1. The reactants are [CH2:1]([O:3][C:4]([C:6]1[N:7]=[CH:8][C:9]2[C:14]([C:15]=1[OH:16])=[CH:13][CH:12]=[C:11](Br)[CH:10]=2)=[O:5])[CH3:2].[F:18][C:19]1[CH:24]=[CH:23][C:22]([Sn](CCCC)(CCCC)CCCC)=[CH:21][CH:20]=1. The product is [CH2:1]([O:3][C:4]([C:6]1[N:7]=[CH:8][C:9]2[C:14]([C:15]=1[OH:16])=[CH:13][CH:12]=[C:11]([C:22]1[CH:23]=[CH:24][C:19]([F:18])=[CH:20][CH:21]=1)[CH:10]=2)=[O:5])[CH3:2]. The yield is 0.550. (9) The reactants are Br[C:2]1[C:3]([CH3:22])=[C:4]([N:8]2[C:17](=[O:18])[C:16]3[C:11](=[CH:12][C:13]([F:19])=[CH:14][CH:15]=3)[N:10]([CH3:20])[C:9]2=[O:21])[CH:5]=[CH:6][CH:7]=1.[CH3:23][C:24]1([CH3:40])[C:28]([CH3:30])([CH3:29])[O:27][B:26]([B:26]2[O:27][C:28]([CH3:30])([CH3:29])[C:24]([CH3:40])([CH3:23])[O:25]2)[O:25]1.C([O-])(=O)C.[K+]. The catalyst is O1CCOCC1.CCOC(C)=O.C1C=CC(P(C2C=CC=CC=2)[C-]2C=CC=C2)=CC=1.C1C=CC(P(C2C=CC=CC=2)[C-]2C=CC=C2)=CC=1.Cl[Pd]Cl.[Fe+2].C(Cl)Cl. The product is [F:19][C:13]1[CH:12]=[C:11]2[C:16]([C:17](=[O:18])[N:8]([C:4]3[CH:5]=[CH:6][CH:7]=[C:2]([B:26]4[O:27][C:28]([CH3:30])([CH3:29])[C:24]([CH3:40])([CH3:23])[O:25]4)[C:3]=3[CH3:22])[C:9](=[O:21])[N:10]2[CH3:20])=[CH:15][CH:14]=1. The yield is 0.560. (10) The reactants are S(=O)(=O)(O)O.[C:6]([NH:9][C:10]1[CH:11]=[CH:12][C:13]([Br:20])=[C:14]([CH:19]=1)[C:15]([O:17][CH3:18])=[O:16])(=[O:8])[CH3:7].[N+:21]([O-])([OH:23])=[O:22]. The catalyst is O. The product is [C:6]([NH:9][C:10]1[C:19]([N+:21]([O-:23])=[O:22])=[C:14]([C:13]([Br:20])=[CH:12][CH:11]=1)[C:15]([O:17][CH3:18])=[O:16])(=[O:8])[CH3:7]. The yield is 0.620.